From a dataset of Catalyst prediction with 721,799 reactions and 888 catalyst types from USPTO. Predict which catalyst facilitates the given reaction. (1) Reactant: Cl[CH2:2][C:3](Cl)=[O:4].C(O)(=O)C.C[O:11][C:12]([C@H:14]1[CH2:19][CH2:18][C@H:17]([CH2:20][NH:21][C:22](=[O:30])[C:23]2[CH:28]=[CH:27][CH:26]=[CH:25][C:24]=2[NH2:29])[CH2:16][CH2:15]1)=[O:13].Cl.[H-].[Na+].[Cl-].[NH4+]. Product: [O:4]=[C:3]1[NH:29][C:24]2[CH:25]=[CH:26][CH:27]=[CH:28][C:23]=2[C:22](=[O:30])[N:21]([CH2:20][C@H:17]2[CH2:18][CH2:19][C@H:14]([C:12]([OH:13])=[O:11])[CH2:15][CH2:16]2)[CH2:2]1. The catalyst class is: 59. (2) The catalyst class is: 3. Product: [CH2:21]([N:8]1[C:7]2[N:6]=[CH:5][N:4]([CH2:1][CH:2]=[CH2:3])[C:12]=2[C:11](=[O:13])[NH:10][C:9]1=[O:14])[CH2:22][CH2:23][CH2:24][CH3:25]. Reactant: [CH2:1]([N:4]1[C:12]2[C:11](=[O:13])[NH:10][C:9](=[O:14])[NH:8][C:7]=2[N:6]=[CH:5]1)[CH:2]=[CH2:3].C(=O)([O-])[O-].[Na+].[Na+].[CH2:21](I)[CH2:22][CH2:23][CH2:24][CH3:25]. (3) Reactant: CCN(C(C)C)C(C)C.[S:10]1[CH:14]=[CH:13][CH:12]=[C:11]1[C:15]([NH:17][CH2:18][C:19]([OH:21])=O)=[O:16].C1C=CC2N(O)N=NC=2C=1.CCN=C=NCCCN(C)C.Cl.Cl.[N:45]1([C:51]([C:53]2[CH:58]=[CH:57][CH:56]=[CH:55][C:54]=2[C:59]([F:62])([F:61])[F:60])=[O:52])[CH2:50][CH2:49][NH:48][CH2:47][CH2:46]1. Product: [O:21]=[C:19]([N:48]1[CH2:49][CH2:50][N:45]([C:51](=[O:52])[C:53]2[CH:58]=[CH:57][CH:56]=[CH:55][C:54]=2[C:59]([F:62])([F:60])[F:61])[CH2:46][CH2:47]1)[CH2:18][NH:17][C:15]([C:11]1[S:10][CH:14]=[CH:13][CH:12]=1)=[O:16]. The catalyst class is: 18. (4) The catalyst class is: 61. Reactant: C([O:3][C:4]([C:6]1[C:7]2[N:8]=[CH:9][CH:10]=[N:11][C:12]=2[C:13]([C:16]2[C:21]([F:22])=[C:20]([O:23][CH3:24])[CH:19]=[C:18]([O:25][CH3:26])[C:17]=2[F:27])=[CH:14][CH:15]=1)=O)C.[CH3:28][N:29]([CH3:38])[CH2:30][CH2:31][N:32]1[CH:36]=[CH:35][C:34]([NH2:37])=[CH:33]1. Product: [CH3:28][N:29]([CH3:38])[CH2:30][CH2:31][N:32]1[CH:36]=[CH:35][C:34]([NH:37][C:4]([C:6]2[C:7]3[N:8]=[CH:9][CH:10]=[N:11][C:12]=3[C:13]([C:16]3[C:17]([F:27])=[C:18]([O:25][CH3:26])[CH:19]=[C:20]([O:23][CH3:24])[C:21]=3[F:22])=[CH:14][CH:15]=2)=[O:3])=[CH:33]1. (5) Reactant: C([O:8][C:9](=[O:21])[NH:10][C:11]1C=CC2OCC[O:18][C:13]=2[CH:12]=1)C1C=CC=CC=1.[Li][CH2:23]CCC.[C:27]([O:32][CH2:33][C@@H:34]1[O:36][CH2:35]1)(=O)[CH2:28][CH2:29][CH3:30].C([O-])([O-])=O.[Cs+].[Cs+]. The catalyst class is: 721. Product: [O:32]1[C:27]2[CH:28]=[CH:29][C:30]([N:10]3[CH2:11][C@H:12]([CH2:13][OH:18])[O:8][C:9]3=[O:21])=[CH:23][C:35]=2[O:36][CH2:34][CH2:33]1. (6) Reactant: Br[CH:2]([CH3:5])[CH:3]=O.[NH2:6][C:7]1[CH:12]=[CH:11][C:10]([N+:13]([O-:15])=[O:14])=[CH:9][N:8]=1. Product: [CH3:5][C:2]1[N:8]2[CH:9]=[C:10]([N+:13]([O-:15])=[O:14])[CH:11]=[CH:12][C:7]2=[N:6][CH:3]=1. The catalyst class is: 13. (7) Product: [CH3:2][O:4][C:5](=[O:11])[N:22]([CH2:23][CH2:24][C:25]1[CH:26]=[C:27]2[C:31](=[CH:32][C:33]=1[NH2:34])[N:30]([C:35]([C:36]1[CH:37]=[CH:38][CH:39]=[CH:40][CH:41]=1)([C:48]1[CH:53]=[CH:52][CH:51]=[CH:50][CH:49]=1)[C:42]1[CH:47]=[CH:46][CH:45]=[CH:44][CH:43]=1)[N:29]=[C:28]2[C:54]1[CH:59]=[CH:58][N:57]=[C:56]([CH3:60])[CH:55]=1)[C@@H:20]([C:17]1[CH:18]=[CH:19][C:14]([F:13])=[CH:15][CH:16]=1)[CH3:21]. The catalyst class is: 12. Reactant: Cl[C:2](Cl)([O:4][C:5](=[O:11])OC(Cl)(Cl)Cl)Cl.[F:13][C:14]1[CH:19]=[CH:18][C:17]([C@H:20]([NH:22][CH2:23][CH2:24][C:25]2[CH:26]=[C:27]3[C:31](=[CH:32][C:33]=2[NH2:34])[N:30]([C:35]([C:48]2[CH:53]=[CH:52][CH:51]=[CH:50][CH:49]=2)([C:42]2[CH:47]=[CH:46][CH:45]=[CH:44][CH:43]=2)[C:36]2[CH:41]=[CH:40][CH:39]=[CH:38][CH:37]=2)[N:29]=[C:28]3[C:54]2[CH:59]=[CH:58][N:57]=[C:56]([CH3:60])[CH:55]=2)[CH3:21])=[CH:16][CH:15]=1.